This data is from hERG potassium channel inhibition data for cardiac toxicity prediction from Karim et al.. The task is: Regression/Classification. Given a drug SMILES string, predict its toxicity properties. Task type varies by dataset: regression for continuous values (e.g., LD50, hERG inhibition percentage) or binary classification for toxic/non-toxic outcomes (e.g., AMES mutagenicity, cardiotoxicity, hepatotoxicity). Dataset: herg_karim. (1) The drug is COc1cnc2c(NCc3nnc4ccc(-c5cc(C)ns5)nn34)ccnc2c1. The result is 1 (blocker). (2) The compound is O=C(O)[C@@H](CC1CCC1)N1CC(CN2CCC(c3cnc4ccccn34)CC2)[C@@H](c2cccc(F)c2)C1. The result is 1 (blocker).